Dataset: Forward reaction prediction with 1.9M reactions from USPTO patents (1976-2016). Task: Predict the product of the given reaction. (1) Given the reactants [CH3:1][N:2]1[CH2:7][CH2:6][N:5]([C:8]2[CH:9]=[N:10][C:11]([N+:14]([O-])=O)=[CH:12][CH:13]=2)[CH2:4][CH2:3]1, predict the reaction product. The product is: [CH3:1][N:2]1[CH2:7][CH2:6][N:5]([C:8]2[CH:13]=[CH:12][C:11]([NH2:14])=[N:10][CH:9]=2)[CH2:4][CH2:3]1. (2) Given the reactants [C:1]([O:5][C:6](=[O:12])[NH:7][CH2:8][CH2:9][C:10]#[N:11])([CH3:4])([CH3:3])[CH3:2].[CH2:13](I)[CH3:14], predict the reaction product. The product is: [C:1]([O:5][C:6](=[O:12])[N:7]([CH2:8][CH2:9][C:10]#[N:11])[CH2:13][CH3:14])([CH3:4])([CH3:2])[CH3:3]. (3) Given the reactants [H-].[Na+].[Br:3][C:4]1[CH:12]=[C:11]2[C:7]([C:8]([CH:13]([C:18]3[CH:26]=[C:25]([O:27][CH3:28])[C:21]4[O:22][CH2:23][O:24][C:20]=4[CH:19]=3)[C:14]([O:16][CH3:17])=[O:15])=[CH:9][NH:10]2)=[CH:6][CH:5]=1.[C:29]1(C)C=CC(S([O-])(=O)=O)=CC=1, predict the reaction product. The product is: [Br:3][C:4]1[CH:12]=[C:11]2[C:7]([C:8]([CH:13]([C:18]3[CH:26]=[C:25]([O:27][CH3:28])[C:21]4[O:22][CH2:23][O:24][C:20]=4[CH:19]=3)[C:14]([O:16][CH3:17])=[O:15])=[CH:9][N:10]2[CH3:29])=[CH:6][CH:5]=1. (4) Given the reactants C([NH:5][S:6]([C:9]1[CH:14]=[CH:13][C:12]([O:15][C:16]([F:19])([F:18])[F:17])=[CH:11][C:10]=1[C:20]1[CH:25]=[CH:24][C:23]([CH2:26][N:27]2[CH2:32][CH2:31][O:30][CH2:29][CH2:28]2)=[CH:22][N:21]=1)(=[O:8])=[O:7])(C)(C)C.Cl[C:34]([O:36][CH2:37][CH2:38][CH2:39][CH3:40])=[O:35].N1C=CC=CC=1, predict the reaction product. The product is: [CH2:37]([O:36][C:34](=[O:35])[NH:5][S:6]([C:9]1[CH:14]=[CH:13][C:12]([O:15][C:16]([F:18])([F:19])[F:17])=[CH:11][C:10]=1[C:20]1[CH:25]=[CH:24][C:23]([CH2:26][N:27]2[CH2:28][CH2:29][O:30][CH2:31][CH2:32]2)=[CH:22][N:21]=1)(=[O:7])=[O:8])[CH2:38][CH2:39][CH3:40]. (5) The product is: [CH3:1][O:2][C:3]([C:5]1[N:6]([CH3:26])[N:7]=[C:8]([O:10][CH2:11][C:12]2[C:13]([C:19]3[CH:20]=[CH:21][C:22]([Cl:25])=[CH:23][CH:24]=3)=[N:14][O:15][C:16]=2[CH2:17][OH:18])[CH:9]=1)=[O:4]. Given the reactants [CH3:1][O:2][C:3]([C:5]1[N:6]([CH3:26])[N:7]=[C:8]([O:10][CH2:11][C:12]2[C:13]([C:19]3[CH:24]=[CH:23][C:22]([Cl:25])=[CH:21][CH:20]=3)=[N:14][O:15][C:16]=2[CH:17]=[O:18])[CH:9]=1)=[O:4].COC(C1N(C)N=C(OCC2C(C3C=CC(F)=CC=3)=NOC=2C=O)C=1)=O, predict the reaction product. (6) Given the reactants Br[C:2]1[CH:7]=[CH:6][C:5]([P:8](=[O:21])([C:15]2[CH:20]=[CH:19][CH:18]=[CH:17][CH:16]=2)[C:9]2[CH:14]=[CH:13][CH:12]=[CH:11][CH:10]=2)=[CH:4][CH:3]=1.[CH:22]1[C:31]2[C:26](=[CH:27][CH:28]=[CH:29][CH:30]=2)[CH:25]=[CH:24][C:23]=1[C:32]1[C:33]2[C:38]([C:39]([C:49]3[CH:58]=[CH:57][C:56]4[C:51](=[CH:52][CH:53]=[CH:54][CH:55]=4)[CH:50]=3)=[C:40]3[C:45]=1[CH:44]=[C:43](B(O)O)[CH:42]=[CH:41]3)=[CH:37][CH:36]=[CH:35][CH:34]=2, predict the reaction product. The product is: [CH:22]1[C:31]2[C:26](=[CH:27][CH:28]=[CH:29][CH:30]=2)[CH:25]=[CH:24][C:23]=1[C:32]1[C:33]2[C:38]([C:39]([C:49]3[CH:58]=[CH:57][C:56]4[C:51](=[CH:52][CH:53]=[CH:54][CH:55]=4)[CH:50]=3)=[C:40]3[C:45]=1[CH:44]=[C:43]([C:2]1[CH:7]=[CH:6][C:5]([P:8](=[O:21])([C:15]4[CH:20]=[CH:19][CH:18]=[CH:17][CH:16]=4)[C:9]4[CH:14]=[CH:13][CH:12]=[CH:11][CH:10]=4)=[CH:4][CH:3]=1)[CH:42]=[CH:41]3)=[CH:37][CH:36]=[CH:35][CH:34]=2.